The task is: Predict the reactants needed to synthesize the given product.. This data is from Full USPTO retrosynthesis dataset with 1.9M reactions from patents (1976-2016). (1) Given the product [Cl:10][C:11]1[N:20]=[C:19]([N:26]2[CH2:27][CH2:28][C@H:24]([N:23]([CH3:22])[C:37](=[O:38])[O:39][C:40]([CH3:41])([CH3:42])[CH3:43])[CH2:25]2)[C:18]2[CH2:17][CH2:16][CH2:15][CH2:14][C:13]=2[N:12]=1, predict the reactants needed to synthesize it. The reactants are: C(N(C(C)C)CC)(C)C.[Cl:10][C:11]1[N:20]=[C:19](Cl)[C:18]2[CH2:17][CH2:16][CH2:15][CH2:14][C:13]=2[N:12]=1.[CH3:22][NH:23][C@H:24]1[CH2:28][CH2:27][NH:26][CH2:25]1.[C:40]([O:39][C:37](O[C:37]([O:39][C:40]([CH3:43])([CH3:42])[CH3:41])=[O:38])=[O:38])([CH3:43])([CH3:42])[CH3:41]. (2) Given the product [Cl:1][C:2]1[NH:10][C:9]2[C:8](=[O:14])[N:7]([CH2:15][CH2:16][CH2:17][C:18]3[CH:22]=[N:21][N:20]([CH2:36][CH2:37][CH2:38][CH2:39][CH3:40])[CH:19]=3)[C:6](=[O:23])[N:5]([CH2:24][CH2:25][CH2:26][CH2:27][CH3:28])[C:4]=2[N:3]=1, predict the reactants needed to synthesize it. The reactants are: [Cl:1][C:2]1[N:10](CC=C)[C:9]2[C:8](=[O:14])[N:7]([CH2:15][CH2:16][CH2:17][C:18]3[CH:19]=[N:20][NH:21][CH:22]=3)[C:6](=[O:23])[N:5]([CH2:24][CH2:25][CH2:26][CH2:27][CH3:28])[C:4]=2[N:3]=1.C(=O)([O-])[O-].[Na+].[Na+].I[CH2:36][CH2:37][CH2:38][CH2:39][CH3:40].N1CCOCC1.Cl. (3) Given the product [C:7]([C:10]1[N:15]=[C:14]([CH2:16][N:17]2[CH2:21][CH2:20][N:19]([C@@H:22]([C:30]([CH3:33])([CH3:31])[CH3:32])[C:23]([O:25][C:26]([CH3:27])([CH3:29])[CH3:28])=[O:24])[C:18]2=[O:34])[CH:13]=[CH:12][CH:11]=1)([CH3:1])=[CH2:8], predict the reactants needed to synthesize it. The reactants are: [CH3:1]C(C)([O-])C.[K+].[C:7]([C:10]1[N:15]=[C:14]([CH2:16][N:17]2[CH2:21][CH2:20][N:19]([C@@H:22]([C:30]([CH3:33])([CH3:32])[CH3:31])[C:23]([O:25][C:26]([CH3:29])([CH3:28])[CH3:27])=[O:24])[C:18]2=[O:34])[CH:13]=[CH:12][CH:11]=1)(=O)[CH3:8]. (4) Given the product [Cl:1][C:2]1[CH:3]=[CH:4][C:5]([CH:8]2[CH:12]([C:13]3[CH:18]=[CH:17][C:16]([Cl:19])=[CH:15][CH:14]=3)[N:11]([C:20]([N:22]3[CH2:27][CH2:26][N:25]([C:28](=[O:31])[CH2:29][N:48]([CH3:49])[CH3:45])[CH2:24][CH2:23]3)=[O:21])[C:10]([C:32]3[CH:37]=[CH:36][C:35]([C:38]([F:40])([F:39])[F:41])=[CH:34][C:33]=3[O:42][CH2:43][CH3:44])=[N:9]2)=[CH:6][CH:7]=1, predict the reactants needed to synthesize it. The reactants are: [Cl:1][C:2]1[CH:7]=[CH:6][C:5]([CH:8]2[CH:12]([C:13]3[CH:18]=[CH:17][C:16]([Cl:19])=[CH:15][CH:14]=3)[N:11]([C:20]([N:22]3[CH2:27][CH2:26][N:25]([C:28](=[O:31])[CH2:29]Cl)[CH2:24][CH2:23]3)=[O:21])[C:10]([C:32]3[CH:37]=[CH:36][C:35]([C:38]([F:41])([F:40])[F:39])=[CH:34][C:33]=3[O:42][CH2:43][CH3:44])=[N:9]2)=[CH:4][CH:3]=1.[CH:45]([N:48](C(C)C)[CH2:49]C)(C)C.CNC. (5) Given the product [N+:23]([C:26]1[CH:33]=[CH:32][C:29]([CH2:30][N:11]2[C:12]3[CH:17]=[CH:16][CH:15]=[CH:14][C:13]=3[N:9]([CH2:8][C:7]3[CH:19]=[CH:20][C:4]([O:3][C:2]([F:1])([F:21])[F:22])=[CH:5][CH:6]=3)[C:10]2=[O:18])=[CH:28][CH:27]=1)([O-:25])=[O:24], predict the reactants needed to synthesize it. The reactants are: [F:1][C:2]([F:22])([F:21])[O:3][C:4]1[CH:20]=[CH:19][C:7]([CH2:8][N:9]2[C:13]3[CH:14]=[CH:15][CH:16]=[CH:17][C:12]=3[NH:11][C:10]2=[O:18])=[CH:6][CH:5]=1.[N+:23]([C:26]1[CH:33]=[CH:32][C:29]([CH2:30]Br)=[CH:28][CH:27]=1)([O-:25])=[O:24].C(=O)([O-])[O-].[K+].[K+].[I-].[K+].Cl. (6) Given the product [CH:17]1([NH:20][C:21]2[N:23]=[C:5]([C:7]3[CH:8]=[N:9][N:10]4[C:15]=3[CH:14]=[CH:13][CH:12]=[N:11]4)[CH:4]=[CH:3][N:22]=2)[CH2:19][CH2:18]1, predict the reactants needed to synthesize it. The reactants are: CN(C)/[CH:3]=[CH:4]/[C:5]([C:7]1[CH:8]=[N:9][N:10]2[C:15]=1[CH:14]=[CH:13][CH:12]=[N:11]2)=O.[CH:17]1([NH:20][C:21]([NH2:23])=[NH:22])[CH2:19][CH2:18]1.C(=O)([O-])[O-].[K+].[K+].